Predict the reaction yield, written as a fraction of the theoretical maximum amount of product (1.0 means a 100% yield; for example, 0.34 means a 34% yield). From a dataset of Reaction yield outcomes from USPTO patents with 853,638 reactions. The reactants are C[O:2][C:3]1[CH:8]=[C:7]([C:9]2[N:10]=[N:11][C:12]([CH3:15])=[CH:13][CH:14]=2)[CH:6]=[CH:5][N:4]=1.Br[C:17]1[CH:18]=[CH:19][C:20]2[C:21]3[CH2:30][N:29]([C:31]([O:33][C:34]([CH3:37])([CH3:36])[CH3:35])=[O:32])[CH2:28][CH2:27][C:22]=3[N:23]([CH3:26])[C:24]=2[CH:25]=1. No catalyst specified. The product is [CH3:26][N:23]1[C:24]2[CH:25]=[C:17]([N:4]3[CH:5]=[CH:6][C:7]([C:9]4[N:10]=[N:11][C:12]([CH3:15])=[CH:13][CH:14]=4)=[CH:8][C:3]3=[O:2])[CH:18]=[CH:19][C:20]=2[C:21]2[CH2:30][N:29]([C:31]([O:33][C:34]([CH3:37])([CH3:36])[CH3:35])=[O:32])[CH2:28][CH2:27][C:22]1=2. The yield is 0.590.